The task is: Predict the product of the given reaction.. This data is from Forward reaction prediction with 1.9M reactions from USPTO patents (1976-2016). (1) Given the reactants [Cl:1][CH2:2][C:3](O[C:3](=[O:4])[CH2:2][Cl:1])=[O:4].[NH2:10][C:11]1[CH:12]=[C:13]2[C:18](=[CH:19][CH:20]=1)[C:16](=[O:17])[O:15][CH2:14]2.O, predict the reaction product. The product is: [Cl:1][CH2:2][C:3]([NH:10][C:11]1[CH:12]=[C:13]2[C:18](=[CH:19][CH:20]=1)[C:16](=[O:17])[O:15][CH2:14]2)=[O:4]. (2) Given the reactants [C:1]([C:4]1[C:12]2[C:7](=[CH:8][CH:9]=[C:10]([C:13]3[CH:14]=[N:15][C:16]([O:19][CH3:20])=[N:17][CH:18]=3)[CH:11]=2)[N:6]([CH2:21][C:22](O)=[O:23])[CH:5]=1)(=[O:3])[CH3:2].CCN(C(C)C)[CH:28]([CH3:30])[CH3:29].Cl.Cl[CH:36]1[C@H:40]([F:41])[CH2:39][NH:38][C@H:37]1[C:42]([NH:44][C:45]1[CH:50]=[CH:49][CH:48]=[C:47]([Cl:51])N=1)=[O:43].CN(C(ON1N=N[C:62]2[CH:63]=[CH:64][CH:65]=NC1=2)=[N+](C)C)C.[F:69][P-](F)(F)(F)(F)F, predict the reaction product. The product is: [C:1]([C:4]1[C:12]2[C:7](=[CH:8][CH:9]=[C:10]([C:13]3[CH:14]=[N:15][C:16]([O:19][CH3:20])=[N:17][CH:18]=3)[CH:11]=2)[N:6]([CH2:21][C:22]([N:38]2[CH2:39][C@H:40]([F:41])[CH2:36][C@H:37]2[C:42]([NH:44][C:45]2[C:50]([F:69])=[C:49]([C:48]3[CH:62]=[CH:63][CH:64]=[CH:65][C:47]=3[Cl:51])[CH:29]=[CH:28][CH:30]=2)=[O:43])=[O:23])[CH:5]=1)(=[O:3])[CH3:2]. (3) Given the reactants [NH2:1][C:2]1[C:7]([NH2:8])=[C:6]([NH:9][C@@H:10]2[C@@H:15]3[CH2:16][C@@H:12]([CH:13]=[CH:14]3)[C@@H:11]2[C:17]([NH2:19])=[O:18])[C:5]([Cl:20])=[CH:4][N:3]=1.[N:21]([C:24]1[CH:36]=[CH:35][C:27]([CH2:28][N:29]2[CH2:34][CH2:33][O:32][CH2:31][CH2:30]2)=[CH:26][C:25]=1[O:37][CH3:38])=[C:22]=S, predict the reaction product. The product is: [Cl:20][C:5]1[C:6]([NH:9][C@@H:10]2[C@@H:15]3[CH2:16][C@@H:12]([CH:13]=[CH:14]3)[C@@H:11]2[C:17]([NH2:19])=[O:18])=[C:7]2[N:8]=[C:22]([NH:21][C:24]3[CH:36]=[CH:35][C:27]([CH2:28][N:29]4[CH2:34][CH2:33][O:32][CH2:31][CH2:30]4)=[CH:26][C:25]=3[O:37][CH3:38])[NH:1][C:2]2=[N:3][CH:4]=1. (4) Given the reactants Cl[CH2:2][CH2:3][CH2:4][CH2:5][CH2:6][O:7][CH:8]1[CH2:13][CH2:12][CH2:11][CH2:10][O:9]1.[I-:14].[Na+].[Cl-].[Na+], predict the reaction product. The product is: [I:14][CH2:2][CH2:3][CH2:4][CH2:5][CH2:6][O:7][CH:8]1[CH2:13][CH2:12][CH2:11][CH2:10][O:9]1. (5) The product is: [F:1][C:2]([F:32])([F:33])[CH2:3][O:4][CH2:5][CH2:6][O:7][CH2:8][CH2:9][O:10][CH2:11][CH2:12][O:13][CH2:14][CH2:15][O:16][CH2:17][CH2:18][O:19][CH2:20][CH2:21][O:22][CH2:23][CH2:24][O:25][CH2:26][CH2:27][O:28][CH2:29][CH2:30][O:31][CH2:37][C:38]([OH:40])=[O:39]. Given the reactants [F:1][C:2]([F:33])([F:32])[CH2:3][O:4][CH2:5][CH2:6][O:7][CH2:8][CH2:9][O:10][CH2:11][CH2:12][O:13][CH2:14][CH2:15][O:16][CH2:17][CH2:18][O:19][CH2:20][CH2:21][O:22][CH2:23][CH2:24][O:25][CH2:26][CH2:27][O:28][CH2:29][CH2:30][OH:31].[H-].[Na+].Br[CH2:37][C:38]([O:40]CC)=[O:39].[OH-].[Na+], predict the reaction product. (6) Given the reactants [F:1][C:2]1[CH:3]=[C:4]([NH:8][S:9]([C:12]2[CH:13]=[C:14]([CH:20]=[CH:21][CH:22]=2)[C:15]([O:17]CC)=[O:16])(=[O:11])=[O:10])[CH:5]=[CH:6][CH:7]=1.C(O)C.[OH-].[Na+], predict the reaction product. The product is: [F:1][C:2]1[CH:3]=[C:4]([NH:8][S:9]([C:12]2[CH:13]=[C:14]([CH:20]=[CH:21][CH:22]=2)[C:15]([OH:17])=[O:16])(=[O:10])=[O:11])[CH:5]=[CH:6][CH:7]=1. (7) The product is: [ClH:23].[F:1][C:2]1[CH:7]=[C:6]([C:8]2[CH:9]=[N:10][N:11]([CH3:13])[CH:12]=2)[CH:5]=[CH:4][C:3]=1[CH:14]([NH2:16])[CH3:15]. Given the reactants [F:1][C:2]1[CH:7]=[C:6]([C:8]2[CH:9]=[N:10][N:11]([CH3:13])[CH:12]=2)[CH:5]=[CH:4][C:3]=1[CH:14]([NH:16]S(C(C)(C)C)=O)[CH3:15].[ClH:23], predict the reaction product.